From a dataset of Forward reaction prediction with 1.9M reactions from USPTO patents (1976-2016). Predict the product of the given reaction. Given the reactants [C:1]([O:5][C:6]([N:8]1[CH2:13][CH2:12][C:11](=[O:14])[C:10]([CH3:16])([CH3:15])[CH2:9]1)=[O:7])([CH3:4])([CH3:3])[CH3:2].[Li+].C[Si]([N-][Si](C)(C)C)(C)C.[OH2:27].C1[CH2:32][O:31][CH2:30]C1, predict the reaction product. The product is: [CH3:30][O:31][C:32]([CH:12]1[C:11](=[O:14])[C:10]([CH3:16])([CH3:15])[CH2:9][N:8]([C:6]([O:5][C:1]([CH3:4])([CH3:2])[CH3:3])=[O:7])[CH2:13]1)=[O:27].